This data is from Forward reaction prediction with 1.9M reactions from USPTO patents (1976-2016). The task is: Predict the product of the given reaction. (1) Given the reactants Br[C:2]1[CH:3]=[C:4]([NH:24][CH:25]([CH3:27])[CH3:26])[C:5]([CH3:23])=[C:6]([CH:22]=1)[C:7]([NH:9][CH2:10][C:11]1[C:12](=[O:21])[NH:13][C:14]([CH3:20])=[CH:15][C:16]=1[CH2:17]CC)=[O:8].CC1(C)C(C)(C)OB([C:36]2[CH:37]=[CH:38][C:39]([NH2:42])=[N:40][CH:41]=2)O1.CN1CCN(C2C=CC(B3OC(C)(C)C(C)(C)O3)=CN=2)CC1, predict the reaction product. The product is: [NH2:42][C:39]1[N:40]=[CH:41][C:36]([C:2]2[CH:3]=[C:4]([NH:24][CH:25]([CH3:26])[CH3:27])[C:5]([CH3:23])=[C:6]([CH:22]=2)[C:7]([NH:9][CH2:10][C:11]2[C:12](=[O:21])[NH:13][C:14]([CH3:20])=[CH:15][C:16]=2[CH3:17])=[O:8])=[CH:37][CH:38]=1. (2) The product is: [CH:1]1([CH2:6][C@@H:7]([C:19]([NH:21][NH:22][C:23]2[C:28]([F:29])=[C:27]([N:30]3[CH2:31][CH2:32][N:33]([CH3:36])[CH2:34][CH2:35]3)[N:26]=[C:25]([S:37][CH3:38])[N:24]=2)=[O:20])[CH2:8][N:9]([OH:12])[CH:10]=[O:11])[CH2:5][CH2:4][CH2:3][CH2:2]1. Given the reactants [CH:1]1([CH2:6][C@@H:7]([C:19]([NH:21][NH:22][C:23]2[C:28]([F:29])=[C:27]([N:30]3[CH2:35][CH2:34][N:33]([CH3:36])[CH2:32][CH2:31]3)[N:26]=[C:25]([S:37][CH3:38])[N:24]=2)=[O:20])[CH2:8][N:9]([O:12]C2CCCCO2)[CH:10]=[O:11])[CH2:5][CH2:4][CH2:3][CH2:2]1, predict the reaction product. (3) The product is: [Cl:24][C:22]1[CH:21]=[C:4]([CH:3]=[C:2]([NH:29][CH2:28][CH:25]2[CH2:27][CH2:26]2)[CH:23]=1)[CH2:5][O:6][C:7]1[CH:12]=[CH:11][CH:10]=[CH:9][C:8]=1[CH2:13][C:14]([O:16][C:17]([CH3:20])([CH3:19])[CH3:18])=[O:15]. Given the reactants Br[C:2]1[CH:3]=[C:4]([CH:21]=[C:22]([Cl:24])[CH:23]=1)[CH2:5][O:6][C:7]1[CH:12]=[CH:11][CH:10]=[CH:9][C:8]=1[CH2:13][C:14]([O:16][C:17]([CH3:20])([CH3:19])[CH3:18])=[O:15].[CH:25]1([CH2:28][NH2:29])[CH2:27][CH2:26]1.C([O-])([O-])=O.[Cs+].[Cs+], predict the reaction product. (4) Given the reactants C(OC1N=NC(C#CC2C=CC(C(F)(F)F)=CN=2)=CC=1OCC1C=CC=CC=1)C1C=CC=CC=1.[CH2:35]([O:42][C:43]1[N:44]=[N:45][C:46]([C:57]#[CH:58])=[CH:47][C:48]=1[O:49][CH2:50][C:51]1[CH:56]=[CH:55][CH:54]=[CH:53][CH:52]=1)[C:36]1[CH:41]=[CH:40][CH:39]=[CH:38][CH:37]=1.[Cl:59][C:60]1[CH:65]=[CH:64][CH:63]=[C:62]([F:66])[C:61]=1I, predict the reaction product. The product is: [CH2:35]([O:42][C:43]1[N:44]=[N:45][C:46]([C:57]#[C:58][C:61]2[C:62]([F:66])=[CH:63][CH:64]=[CH:65][C:60]=2[Cl:59])=[CH:47][C:48]=1[O:49][CH2:50][C:51]1[CH:56]=[CH:55][CH:54]=[CH:53][CH:52]=1)[C:36]1[CH:37]=[CH:38][CH:39]=[CH:40][CH:41]=1. (5) Given the reactants [Cl:1][C:2]1[N:7]=[C:6]([C:8]#[C:9][CH2:10][CH2:11][CH2:12][CH2:13][OH:14])[C:5]([NH:15]C(=O)OC(C)(C)C)=[CH:4][C:3]=1[F:23].C1CCN2C(=NCCC2)CC1, predict the reaction product. The product is: [Cl:1][C:2]1[N:7]=[C:6]2[CH:8]=[C:9]([CH2:10][CH2:11][CH2:12][CH2:13][OH:14])[NH:15][C:5]2=[CH:4][C:3]=1[F:23]. (6) Given the reactants [F:1][C:2]1[CH:3]=[C:4]2[O:8][C:7]([C:9]3[N:10]=[C:11]4[N:15]([CH:16]=3)[N:14]=[C:13]([O:17][CH3:18])[S:12]4)=[CH:6][C:5]2=[C:19]([OH:21])[CH:20]=1.O[CH2:23][C:24]1[N:25]=[C:26]([C:30]2[CH:42]=[CH:41][C:33]([C:34]([O:36][C:37]([CH3:40])([CH3:39])[CH3:38])=[O:35])=[CH:32][CH:31]=2)[S:27][C:28]=1[CH3:29], predict the reaction product. The product is: [F:1][C:2]1[CH:20]=[C:19]([O:21][CH2:23][C:24]2[N:25]=[C:26]([C:30]3[CH:42]=[CH:41][C:33]([C:34]([O:36][C:37]([CH3:38])([CH3:39])[CH3:40])=[O:35])=[CH:32][CH:31]=3)[S:27][C:28]=2[CH3:29])[C:5]2[CH:6]=[C:7]([C:9]3[N:10]=[C:11]4[N:15]([CH:16]=3)[N:14]=[C:13]([O:17][CH3:18])[S:12]4)[O:8][C:4]=2[CH:3]=1.